Dataset: Full USPTO retrosynthesis dataset with 1.9M reactions from patents (1976-2016). Task: Predict the reactants needed to synthesize the given product. Given the product [Cl:13][C:14]1[CH:15]=[C:16]([CH:30]=[CH:31][CH:32]=1)[O:17][CH2:18][C:19]1[CH:29]=[CH:28][CH:27]=[CH:26][C:20]=1[C:21]([N:8]1[CH:12]=[CH:11][N:10]=[CH:9]1)=[N:22][O:23][CH3:24], predict the reactants needed to synthesize it. The reactants are: CN(C)C=O.[H-].[Na+].[NH:8]1[CH:12]=[CH:11][N:10]=[CH:9]1.[Cl:13][C:14]1[CH:15]=[C:16]([CH:30]=[CH:31][CH:32]=1)[O:17][CH2:18][C:19]1[CH:29]=[CH:28][CH:27]=[CH:26][C:20]=1[C:21](Cl)=[N:22][O:23][CH3:24].